From a dataset of Forward reaction prediction with 1.9M reactions from USPTO patents (1976-2016). Predict the product of the given reaction. (1) The product is: [CH3:20][O:19][C:12]1[CH:13]=[C:14]([O:17][CH3:18])[CH:15]=[CH:16][C:11]=1[C:10]1[C:9](=[O:21])[C:3]2[C:2](=[CH:7][C:6]([OH:8])=[CH:5][CH:4]=2)[O:1][CH:22]=1. Given the reactants [OH:1][C:2]1[CH:7]=[C:6]([OH:8])[CH:5]=[CH:4][C:3]=1[C:9](=[O:21])[CH2:10][C:11]1[CH:16]=[CH:15][C:14]([O:17][CH3:18])=[CH:13][C:12]=1[O:19][CH3:20].[C:22]1(C)C=C(C)C=C(C)C=1Cl, predict the reaction product. (2) Given the reactants [C:1]([NH:4][C:5]([CH2:16][C:17]([C:19]1[CH:24]=[CH:23][C:22]([S:25][C:26]2[CH:31]=[CH:30][C:29]([CH2:32][CH2:33][CH2:34][CH3:35])=[CH:28][CH:27]=2)=[CH:21][CH:20]=1)=[O:18])([C:11](OCC)=[O:12])[C:6](OCC)=[O:7])(=[O:3])[CH3:2].OP([O-])([O-])=O.[K+].[K+].[BH4-].[Na+].[OH-].[Na+], predict the reaction product. The product is: [CH2:32]([C:29]1[CH:28]=[CH:27][C:26]([S:25][C:22]2[CH:23]=[CH:24][C:19]([CH:17]([OH:18])[CH2:16][C:5]([NH:4][C:1](=[O:3])[CH3:2])([CH2:11][OH:12])[CH2:6][OH:7])=[CH:20][CH:21]=2)=[CH:31][CH:30]=1)[CH2:33][CH2:34][CH3:35]. (3) Given the reactants [Cl:1][C:2]1[C:3]([CH2:8][NH:9][C:10]([C@@H:12]2[CH2:17][N:16]3[C:18](=[O:21])[O:19][CH2:20][C@H:15]3[CH2:14][CH2:13]2)=O)=[N:4][CH:5]=[CH:6][N:7]=1.O=P(Cl)(Cl)Cl.C([O-])(O)=O.[Na+], predict the reaction product. The product is: [Cl:1][C:2]1[C:3]2[N:4]([C:10]([C@H:12]3[CH2:17][N:16]4[C:18](=[O:21])[O:19][CH2:20][C@@H:15]4[CH2:14][CH2:13]3)=[N:9][CH:8]=2)[CH:5]=[CH:6][N:7]=1.